From a dataset of Catalyst prediction with 721,799 reactions and 888 catalyst types from USPTO. Predict which catalyst facilitates the given reaction. Reactant: [CH3:1][O:2][CH2:3][CH2:4][C:5]1[CH:6]=[N:7][N:8]([CH3:10])[CH:9]=1.C([Li])CCC.CCCCCC.C(O[B:26]1[O:30][C:29]([CH3:32])([CH3:31])[C:28]([CH3:34])([CH3:33])[O:27]1)(C)C. Product: [CH3:1][O:2][CH2:3][CH2:4][C:5]1[CH:6]=[N:7][N:8]([CH3:10])[C:9]=1[B:26]1[O:30][C:29]([CH3:32])([CH3:31])[C:28]([CH3:34])([CH3:33])[O:27]1. The catalyst class is: 7.